From a dataset of Forward reaction prediction with 1.9M reactions from USPTO patents (1976-2016). Predict the product of the given reaction. (1) Given the reactants [Cl:1][C:2]1[N:7]=[C:6]([NH:8][C@@H:9]([C:12]([CH3:15])([CH3:14])[CH3:13])[CH:10]=O)[C:5]([F:16])=[CH:4][N:3]=1.C1(P(C2C=CC=CC=2)(C2C=CC=CC=2)=[CH:24][C:25]([O:27][CH2:28][CH3:29])=[O:26])C=CC=CC=1, predict the reaction product. The product is: [Cl:1][C:2]1[N:7]=[C:6]([NH:8][C@@H:9]([C:12]([CH3:15])([CH3:14])[CH3:13])/[CH:10]=[CH:24]/[C:25]([O:27][CH2:28][CH3:29])=[O:26])[C:5]([F:16])=[CH:4][N:3]=1. (2) The product is: [N:6]1([CH2:2][CH2:3][CH2:4][OH:5])[CH2:10][CH2:9][CH2:8][CH2:7]1. Given the reactants Cl[CH2:2][CH2:3][CH2:4][OH:5].[NH:6]1[CH2:10][CH2:9][CH2:8][CH2:7]1, predict the reaction product.